Task: Predict the reactants needed to synthesize the given product.. Dataset: Full USPTO retrosynthesis dataset with 1.9M reactions from patents (1976-2016) (1) The reactants are: F[C:2]1([CH:9]=[CH:8][CH:7]=[CH:6][CH2:5]1)[CH:3]=[CH2:4].C1C(=O)N([Br:17])C(=O)C1.[FH:18].[FH:19].F.C(N(CC)CC)C.C([O-])(O)=O.[Na+]. Given the product [Br:17][CH2:4][CH:3]([C:2]1[CH:9]=[CH:8][CH:7]=[CH:6][C:5]=1[F:19])[F:18], predict the reactants needed to synthesize it. (2) Given the product [CH2:22]([Sn:17]([CH2:13][CH2:14][CH2:15][CH3:16])([CH2:18][CH2:19][CH2:20][CH3:21])[C:5]1[S:1](=[O:7])(=[O:6])[CH2:2][CH2:3][CH:4]=1)[CH2:23][CH2:24][CH3:25], predict the reactants needed to synthesize it. The reactants are: [S:1]1(=[O:7])(=[O:6])[CH:5]=[CH:4][CH2:3][CH2:2]1.C([Li])CCC.[CH2:13]([Sn:17](Cl)([CH2:22][CH2:23][CH2:24][CH3:25])[CH2:18][CH2:19][CH2:20][CH3:21])[CH2:14][CH2:15][CH3:16].